This data is from Full USPTO retrosynthesis dataset with 1.9M reactions from patents (1976-2016). The task is: Predict the reactants needed to synthesize the given product. Given the product [CH3:15][N:14](/[CH:16]=[C:3](/[C:2](=[O:1])[CH3:6])\[C:4]#[N:5])[CH3:13], predict the reactants needed to synthesize it. The reactants are: [O:1]=[C:2]([CH3:6])[CH2:3][C:4]#[N:5].CC(N(C)C)=O.[CH3:13][N:14]([CH:16]=O)[CH3:15].